This data is from Reaction yield outcomes from USPTO patents with 853,638 reactions. The task is: Predict the reaction yield, written as a fraction of the theoretical maximum amount of product (1.0 means a 100% yield; for example, 0.34 means a 34% yield). (1) The reactants are [Cl:1][C:2]1[CH:3]=[C:4]([N:9]2[C:17](=[O:18])[C:16]3[C@@H:15]4[C:19]([CH3:21])([CH3:20])[C@@:12]([CH3:22])([CH2:13][CH2:14]4)[C:11]=3[NH:10]2)[CH:5]=[C:6]([Cl:8])[CH:7]=1.I[CH3:24].C. The catalyst is CN(C)C=O.C(O)C.C(OCC)C. The product is [Cl:1][C:2]1[CH:3]=[C:4]([N:9]2[C:17](=[O:18])[C:16]3[C@@H:15]4[C:19]([CH3:21])([CH3:20])[C@@:12]([CH3:22])([CH2:13][CH2:14]4)[C:11]=3[N:10]2[CH3:24])[CH:5]=[C:6]([Cl:8])[CH:7]=1. The yield is 0.190. (2) The catalyst is CN(C=O)C. The yield is 0.770. The product is [CH2:26]([O:25][P:24]([C:29]([C:32]1[CH:37]=[CH:36][C:35]([CH2:38][N:9]([S:10]([C:13]2[CH:18]=[CH:17][CH:16]=[CH:15][CH:14]=2)(=[O:12])=[O:11])[C:4]2[CH:5]=[CH:6][C:7]([Cl:8])=[C:2]([Cl:1])[CH:3]=2)=[CH:34][C:33]=1[Br:40])([F:31])[F:30])(=[O:28])[O:23][CH2:21][CH3:22])[CH3:27]. The reactants are [Cl:1][C:2]1[CH:3]=[C:4]([NH:9][S:10]([C:13]2[CH:18]=[CH:17][CH:16]=[CH:15][CH:14]=2)(=[O:12])=[O:11])[CH:5]=[CH:6][C:7]=1[Cl:8].[H-].[Na+].[CH2:21]([O:23][P:24]([C:29]([C:32]1[CH:37]=[CH:36][C:35]([CH2:38]Br)=[CH:34][C:33]=1[Br:40])([F:31])[F:30])(=[O:28])[O:25][CH2:26][CH3:27])[CH3:22]. (3) The reactants are Cl[C:2]1[CH:7]=[CH:6][CH:5]=[CH:4][C:3]=1[N+:8]([O-:10])=[O:9].[F:11][CH:12]([F:15])[CH2:13][NH2:14].O. The catalyst is C(#N)C. The product is [F:11][CH:12]([F:15])[CH2:13][NH:14][C:2]1[CH:7]=[CH:6][CH:5]=[CH:4][C:3]=1[N+:8]([O-:10])=[O:9]. The yield is 0.950. (4) The reactants are [Br:1][C:2]1[CH:7]=[C:6]([F:8])[CH:5]=[CH:4][C:3]=1[OH:9].[CH:10]1([CH2:13]O)[CH2:12][CH2:11]1.C1(P(C2C=CC=CC=2)C2C=CC=CC=2)C=CC=CC=1.CC(OC(/N=N/C(OC(C)C)=O)=O)C. The catalyst is O1CCCC1. The product is [Br:1][C:2]1[CH:7]=[C:6]([F:8])[CH:5]=[CH:4][C:3]=1[O:9][CH2:13][CH:10]1[CH2:12][CH2:11]1. The yield is 0.620. (5) The reactants are C[O:2][C:3](=[O:15])[CH2:4][N:5]1[C:10]2[CH:11]=[CH:12][CH:13]=[CH:14][C:9]=2[O:8][CH2:7][CH2:6]1.O.O.[OH-].[Li+]. The catalyst is C1COCC1.CO. The product is [O:8]1[C:9]2[CH:14]=[CH:13][CH:12]=[CH:11][C:10]=2[N:5]([CH2:4][C:3]([OH:15])=[O:2])[CH2:6][CH2:7]1. The yield is 0.640.